Dataset: Forward reaction prediction with 1.9M reactions from USPTO patents (1976-2016). Task: Predict the product of the given reaction. Given the reactants [N+:1]([C:4]1[CH:5]=[CH:6][C:7](OC2C=C3C(=CC=2)OC(C2C=CC=CC=2)CC3)=[N:8][CH:9]=1)([O-:3])=[O:2].[CH3:27][O:28][C:29]1[CH:34]=[CH:33][C:32]([CH:35]2[CH2:44][CH:43]([OH:45])[C:42]3[C:37](=[CH:38][CH:39]=[C:40]([OH:46])[CH:41]=3)[O:36]2)=[CH:31][CH:30]=1, predict the reaction product. The product is: [CH3:27][O:28][C:29]1[CH:34]=[CH:33][C:32]([CH:35]2[CH2:44][CH:43]([OH:45])[C:42]3[C:37](=[CH:38][CH:39]=[C:40]([O:46][C:7]4[CH:6]=[CH:5][C:4]([N+:1]([O-:3])=[O:2])=[CH:9][N:8]=4)[CH:41]=3)[O:36]2)=[CH:31][CH:30]=1.